From a dataset of Catalyst prediction with 721,799 reactions and 888 catalyst types from USPTO. Predict which catalyst facilitates the given reaction. (1) Reactant: [CH3:1][N:2]([CH3:40])[CH2:3][CH2:4][O:5][C:6]1[CH:7]=[C:8]([NH:12][C:13]2[N:18]=[C:17]([C:19]3[N:23]4[CH:24]=[CH:25][CH:26]=[CH:27][C:22]4=[N:21][C:20]=3[C:28]3[CH:29]=[CH:30][C:31]([O:38][CH3:39])=[C:32]([CH:37]=3)[C:33](OC)=[O:34])[CH:16]=[CH:15][N:14]=2)[CH:9]=[CH:10][CH:11]=1.[F:41][C:42]1[CH:48]=[CH:47][CH:46]=[C:45]([F:49])[C:43]=1[NH2:44].C[Si]([N-][Si](C)(C)C)(C)C.[Na+].C([O-])(O)=O.[Na+]. Product: [F:41][C:42]1[CH:48]=[CH:47][CH:46]=[C:45]([F:49])[C:43]=1[NH:44][C:33](=[O:34])[C:32]1[CH:37]=[C:28]([C:20]2[N:21]=[C:22]3[CH:27]=[CH:26][CH:25]=[CH:24][N:23]3[C:19]=2[C:17]2[CH:16]=[CH:15][N:14]=[C:13]([NH:12][C:8]3[CH:9]=[CH:10][CH:11]=[C:6]([O:5][CH2:4][CH2:3][N:2]([CH3:40])[CH3:1])[CH:7]=3)[N:18]=2)[CH:29]=[CH:30][C:31]=1[O:38][CH3:39]. The catalyst class is: 1. (2) Reactant: [NH:1]1[C:9]2[C:4](=[CH:5][C:6]([NH:10][C:11]([C:13]3[C:14]([C:19]4[CH:24]=[CH:23][C:22]([O:25][CH3:26])=[CH:21][CH:20]=4)=[CH:15][CH:16]=[CH:17][CH:18]=3)=[O:12])=[CH:7][CH:8]=2)[CH2:3][CH2:2]1.Cl.[N:28]1[CH:33]=[CH:32][CH:31]=[CH:30][C:29]=1[CH2:34][C:35](O)=[O:36].O.ON1C2C=CC=CC=2N=N1.Cl.CN(C)CCCN=C=NCC.C(=O)([O-])[O-].[K+].[K+]. Product: [CH3:26][O:25][C:22]1[CH:21]=[CH:20][C:19]([C:14]2[C:13]([C:11]([NH:10][C:6]3[CH:5]=[C:4]4[C:9](=[CH:8][CH:7]=3)[N:1]([C:35](=[O:36])[CH2:34][C:29]3[CH:30]=[CH:31][CH:32]=[CH:33][N:28]=3)[CH2:2][CH2:3]4)=[O:12])=[CH:18][CH:17]=[CH:16][CH:15]=2)=[CH:24][CH:23]=1. The catalyst class is: 884. (3) Reactant: Cl[C:2]1[C:3]2[C:4](=[N:8][N:9]([CH2:11][C:12]3[CH:17]=[CH:16][C:15]([CH2:18][N:19]4[CH:23]=[C:22]([CH3:24])[CH:21]=[N:20]4)=[CH:14][CH:13]=3)[CH:10]=2)[N:5]=[CH:6][N:7]=1.[Cl:25][C:26]1[CH:35]=[C:34]2[C:29]([CH:30]=[CH:31][C:32]([CH2:36][NH2:37])=[CH:33]2)=[CH:28][CH:27]=1.CCN(C(C)C)C(C)C. Product: [Cl:25][C:26]1[CH:35]=[C:34]2[C:29]([CH:30]=[CH:31][C:32]([CH2:36][NH:37][C:2]3[C:3]4[C:4](=[N:8][N:9]([CH2:11][C:12]5[CH:17]=[CH:16][C:15]([CH2:18][N:19]6[CH:23]=[C:22]([CH3:24])[CH:21]=[N:20]6)=[CH:14][CH:13]=5)[CH:10]=4)[N:5]=[CH:6][N:7]=3)=[CH:33]2)=[CH:28][CH:27]=1. The catalyst class is: 9.